This data is from Catalyst prediction with 721,799 reactions and 888 catalyst types from USPTO. The task is: Predict which catalyst facilitates the given reaction. (1) Product: [NH2:1][C:2](=[O:31])[C@@H:3]([NH:12][C:13](=[O:30])[CH2:14][NH:15][C:16](=[O:29])[CH:17]([NH:21][C:22]1[S:23][C:24]([CH2:27][OH:28])=[CH:25][N:26]=1)[CH:18]([CH3:19])[CH3:20])[CH2:4][C:5]1[CH:6]=[CH:7][C:8]([OH:11])=[CH:9][CH:10]=1. Reactant: [NH2:1][C:2](=[O:31])[C@@H:3]([NH:12][C:13](=[O:30])[CH2:14][NH:15][C:16](=[O:29])[CH:17]([NH:21][C:22]1[S:23][C:24]([CH:27]=[O:28])=[CH:25][N:26]=1)[CH:18]([CH3:20])[CH3:19])[CH2:4][C:5]1[CH:10]=[CH:9][C:8]([OH:11])=[CH:7][CH:6]=1.[BH4-].[Na+]. The catalyst class is: 88. (2) Reactant: Cl[C:2]1[C:12]([C:13]#[N:14])=[CH:11][C:5]([C:6]([O:8][CH2:9][CH3:10])=[O:7])=[C:4]([C:15]([F:18])([F:17])[F:16])[N:3]=1.[NH:19]1[CH2:22][CH:21]([C:23]([OH:25])=[O:24])[CH2:20]1. Product: [C:13]([C:12]1[C:2]([N:19]2[CH2:22][CH:21]([C:23]([OH:25])=[O:24])[CH2:20]2)=[N:3][C:4]([C:15]([F:18])([F:17])[F:16])=[C:5]([C:6]([O:8][CH2:9][CH3:10])=[O:7])[CH:11]=1)#[N:14]. The catalyst class is: 14. (3) Reactant: C[O:2][C:3](=[O:33])[CH:4]([NH:8][C:9]([C:11]1[O:15][N:14]=[C:13]([C:16]2[CH:21]=[CH:20][C:19]([NH:22][C:23]([NH:25][C:26]3[CH:31]=[CH:30][CH:29]=[CH:28][C:27]=3[F:32])=[O:24])=[CH:18][CH:17]=2)[CH:12]=1)=[O:10])[CH:5]([CH3:7])[CH3:6].[Li+].[OH-].Cl. Product: [F:32][C:27]1[CH:28]=[CH:29][CH:30]=[CH:31][C:26]=1[NH:25][C:23](=[O:24])[NH:22][C:19]1[CH:20]=[CH:21][C:16]([C:13]2[CH:12]=[C:11]([C:9]([NH:8][CH:4]([CH:5]([CH3:6])[CH3:7])[C:3]([OH:33])=[O:2])=[O:10])[O:15][N:14]=2)=[CH:17][CH:18]=1. The catalyst class is: 1. (4) Reactant: [OH:1][C:2]1[CH:6]=[CH:5][S:4][C:3]=1[C:7]([OH:9])=O.[CH2:10]([NH2:17])[C:11]1[CH:16]=[CH:15][CH:14]=[CH:13][CH:12]=1.C(=O)(O)[O-].[Na+]. Product: [CH2:10]([NH:17][C:7]([C:3]1[S:4][CH:5]=[CH:6][C:2]=1[OH:1])=[O:9])[C:11]1[CH:16]=[CH:15][CH:14]=[CH:13][CH:12]=1. The catalyst class is: 411. (5) Reactant: N1C=CC(CC2N=C(N)OC=2)=CC=1.Cl[C:15]1[O:16][C:17]([C:20]2[CH:21]=[C:22]([CH:25]=[C:26]([NH:28][C:29]3[CH:34]=[C:33]([CH3:35])[CH:32]=[CH:31][N:30]=3)[CH:27]=2)[C:23]#[N:24])=[CH:18][N:19]=1.[CH3:36][O:37][CH2:38][CH2:39][NH:40][CH3:41]. Product: [CH3:36][O:37][CH2:38][CH2:39][N:40]([CH3:41])[C:15]1[O:16][C:17]([C:20]2[CH:21]=[C:22]([CH:25]=[C:26]([NH:28][C:29]3[CH:34]=[C:33]([CH3:35])[CH:32]=[CH:31][N:30]=3)[CH:27]=2)[C:23]#[N:24])=[CH:18][N:19]=1. The catalyst class is: 41. (6) Reactant: [Cl:1][C:2]1[CH:7]=[C:6]([Cl:8])[N:5]=[CH:4][N:3]=1.[Li+].[Cl-].C([Cu])#N.[O:14]1[CH:18]=[CH:17][CH:16]=[C:15]1[C:19](Cl)=[O:20]. Product: [Cl:1][C:2]1[C:7]([C:19]([C:15]2[O:14][CH:18]=[CH:17][CH:16]=2)=[O:20])=[C:6]([Cl:8])[N:5]=[CH:4][N:3]=1. The catalyst class is: 1. (7) Reactant: [OH:1][CH:2]([C:9](=O)[C:10]1[CH:15]=[CH:14][CH:13]=[CH:12][CH:11]=1)[CH2:3][CH2:4][C:5]([O:7][CH3:8])=[O:6].[N:17]1[CH:22]=CC=CC=1.[O:23]1CCCC1.C(Cl)(=O)OC1C=CC=CC=1. Product: [O:23]=[C:22]1[N:17]=[C:9]([C:10]2[CH:15]=[CH:14][CH:13]=[CH:12][CH:11]=2)[CH:2]([CH2:3][CH2:4][C:5]([O:7][CH3:8])=[O:6])[O:1]1. The catalyst class is: 6.